Predict the reaction yield, written as a fraction of the theoretical maximum amount of product (1.0 means a 100% yield; for example, 0.34 means a 34% yield). From a dataset of Reaction yield outcomes from USPTO patents with 853,638 reactions. The reactants are Cl[C:2]1[CH:7]=[CH:6][N:5]=[C:4]([CH3:8])[C:3]=1[CH2:9][C:10]1[CH:15]=[CH:14][CH:13]=[C:12]([F:16])[CH:11]=1.Cl.[CH3:18][C:19]1[NH:23][C:22]2[CH:24]=[C:25]([C:28]3[CH:29]=[CH:30][C:31]4[O:37][CH2:36][CH2:35][NH:34][CH2:33][C:32]=4[CH:38]=3)[CH:26]=[CH:27][C:21]=2[N:20]=1.C(O)CCC. The product is [F:16][C:12]1[CH:11]=[C:10]([CH2:9][C:3]2[C:4]([CH3:8])=[N:5][CH:6]=[CH:7][C:2]=2[N:34]2[CH2:33][C:32]3[CH:38]=[C:28]([C:25]4[CH:26]=[CH:27][C:21]5[N:20]=[C:19]([CH3:18])[NH:23][C:22]=5[CH:24]=4)[CH:29]=[CH:30][C:31]=3[O:37][CH2:36][CH2:35]2)[CH:15]=[CH:14][CH:13]=1. The yield is 0.230. The catalyst is O.